From a dataset of Forward reaction prediction with 1.9M reactions from USPTO patents (1976-2016). Predict the product of the given reaction. (1) Given the reactants C([O:9][C:10]1[C:11]([CH3:17])=[N:12][N:13]([CH3:16])[C:14]=1[CH3:15])(=O)C1C=CC=CC=1.[OH-].[Na+], predict the reaction product. The product is: [CH3:16][N:13]1[C:14]([CH3:15])=[C:10]([OH:9])[C:11]([CH3:17])=[N:12]1. (2) Given the reactants [Li+].CC([N-]C(C)C)C.[Cl:9][C:10]1[CH:15]=[CH:14][C:13]([Cl:16])=[CH:12][N:11]=1.[I:17]I, predict the reaction product. The product is: [Cl:9][C:10]1[CH:15]=[C:14]([I:17])[C:13]([Cl:16])=[CH:12][N:11]=1. (3) Given the reactants [F:1][C:2]([F:12])([F:11])[O:3][C:4]1[CH:9]=[CH:8][C:7]([NH2:10])=[CH:6][CH:5]=1.C(O[CH:16]1[CH2:20][CH2:19][CH:18](OCC)O1)C, predict the reaction product. The product is: [F:1][C:2]([F:11])([F:12])[O:3][C:4]1[CH:5]=[CH:6][C:7]([N:10]2[CH:16]=[CH:20][CH:19]=[CH:18]2)=[CH:8][CH:9]=1. (4) Given the reactants [Cl:1][C:2]1[CH:7]=[CH:6][C:5]([C:8]2[S:16]C3C(=O)[N:13]([CH2:18][C:19]([C:21]4[CH:22]=[C:23]5[C:27](=[CH:28][CH:29]=4)[CH2:26][CH:25]([NH:30][CH3:31])[CH2:24]5)=[O:20])[CH:12]=[N:11][C:10]=3[CH:9]=2)=[CH:4][CH:3]=1.[C:32](Cl)(=[O:34])[CH3:33].C(N(CC)CC)C.[O:43]1CC[CH2:45][CH2:44]1, predict the reaction product. The product is: [Cl:1][C:2]1[CH:7]=[CH:6][C:5]([C:8]2[S:16][C:33]3[C:32](=[O:34])[N:13]([CH2:18][C:19]([C:21]4[CH:22]=[C:23]5[C:27](=[CH:28][CH:29]=4)[CH2:26][CH:25]([N:30]([CH3:31])[C:44](=[O:43])[CH3:45])[CH2:24]5)=[O:20])[CH:12]=[N:11][C:10]=3[CH:9]=2)=[CH:4][CH:3]=1. (5) Given the reactants [Br:1][C:2]1[C:3]2[CH:15]=[CH:14][CH:13]=[CH:12][C:4]=2[S:5][C:6]=1[CH:7]([OH:11])[C:8]([OH:10])=[O:9].S(=O)(=O)(O)O.[CH3:21]O, predict the reaction product. The product is: [Br:1][C:2]1[C:3]2[CH:15]=[CH:14][CH:13]=[CH:12][C:4]=2[S:5][C:6]=1[CH:7]([OH:11])[C:8]([O:10][CH3:21])=[O:9]. (6) Given the reactants [CH3:1][C:2]1[N:6]([CH:7]2[CH2:12][CH2:11][O:10][CH2:9][CH2:8]2)[C:5]2[CH:13]=[CH:14][C:15]([C:17]([OH:19])=O)=[CH:16][C:4]=2[N:3]=1.[NH2:20][C:21]1[CH:26]=[C:25]([CH3:27])[CH:24]=[CH:23][C:22]=1O.CCN=C=NCCCN(C)C.O.C1(C)C=CC(S(O)(=O)=O)=CC=1, predict the reaction product. The product is: [CH3:27][C:25]1[CH:24]=[CH:23][C:22]2[O:19][C:17]([C:15]3[CH:14]=[CH:13][C:5]4[N:6]([CH:7]5[CH2:8][CH2:9][O:10][CH2:11][CH2:12]5)[C:2]([CH3:1])=[N:3][C:4]=4[CH:16]=3)=[N:20][C:21]=2[CH:26]=1. (7) The product is: [N:23]([C:2]1[CH:3]=[C:4]2[C@@:15]3([CH2:20][CH2:19][O:18][C:17]([NH2:21])=[N:16]3)[C:14]3[CH:13]=[C:12]([Cl:22])[N:11]=[CH:10][C:9]=3[O:8][C:5]2=[CH:6][CH:7]=1)=[N+:24]=[N-:25]. Given the reactants Br[C:2]1[CH:3]=[C:4]2[C@@:15]3([CH2:20][CH2:19][O:18][C:17]([NH2:21])=[N:16]3)[C:14]3[CH:13]=[C:12]([Cl:22])[N:11]=[CH:10][C:9]=3[O:8][C:5]2=[CH:6][CH:7]=1.[N-:23]=[N+:24]=[N-:25].[Na+].[Na].O=C1O[C@H]([C@H](CO)O)C(O)=C1O.CN[C@@H]1CCCC[C@H]1NC, predict the reaction product.